Dataset: TCR-epitope binding with 47,182 pairs between 192 epitopes and 23,139 TCRs. Task: Binary Classification. Given a T-cell receptor sequence (or CDR3 region) and an epitope sequence, predict whether binding occurs between them. (1) The epitope is PKYVKQNTLKLAT. The TCR CDR3 sequence is CASSRRTTVGTDTQYF. Result: 0 (the TCR does not bind to the epitope). (2) The epitope is IQYIDIGNY. The TCR CDR3 sequence is CASSLASSYEQYF. Result: 1 (the TCR binds to the epitope). (3) The epitope is ATDALMTGY. The TCR CDR3 sequence is CASSAGTINTGELFF. Result: 1 (the TCR binds to the epitope). (4) The epitope is YLQPRTFLL. The TCR CDR3 sequence is CAGQDLNTGELFF. Result: 1 (the TCR binds to the epitope). (5) The epitope is HTTDPSFLGRY. The TCR CDR3 sequence is CSASNPLLGQGADYGYTF. Result: 0 (the TCR does not bind to the epitope).